This data is from Full USPTO retrosynthesis dataset with 1.9M reactions from patents (1976-2016). The task is: Predict the reactants needed to synthesize the given product. (1) Given the product [Cl:1][C:2]1[C:10]2[C:9]([N:11]3[CH2:14][CH:13]([NH2:15])[CH2:12]3)=[N:8][C:7]([S:23][C:24]3[CH:33]=[N:32][C:31]4[C:26](=[N:27][CH:28]=[CH:29][N:30]=4)[CH:25]=3)=[N:6][C:5]=2[NH:4][C:3]=1[CH2:34][CH3:35], predict the reactants needed to synthesize it. The reactants are: [Cl:1][C:2]1[C:10]2[C:9]([N:11]3[CH2:14][CH:13]([NH:15]C(=O)OC(C)(C)C)[CH2:12]3)=[N:8][C:7]([S:23][C:24]3[CH:33]=[N:32][C:31]4[C:26](=[N:27][CH:28]=[CH:29][N:30]=4)[CH:25]=3)=[N:6][C:5]=2[NH:4][C:3]=1[CH2:34][CH3:35].C(Cl)Cl.C(O)(C(F)(F)F)=O. (2) Given the product [I:1][C:2]1[CH:6]=[C:5]([CH:7]2[CH2:12][CH2:11][N:10]([CH:18]3[CH2:19][O:16][CH2:17]3)[CH2:9][CH2:8]2)[N:4]([CH:13]([CH3:15])[CH3:14])[N:3]=1, predict the reactants needed to synthesize it. The reactants are: [I:1][C:2]1[CH:6]=[C:5]([CH:7]2[CH2:12][CH2:11][NH:10][CH2:9][CH2:8]2)[N:4]([CH:13]([CH3:15])[CH3:14])[N:3]=1.[O:16]1[CH2:19][C:18](=O)[CH2:17]1.C([BH3-])#N.[Na+]. (3) Given the product [N:21]1([C:18]2[C:19](=[O:20])[N:15]([C:11]3[CH:10]=[C:9]([N:5]4[CH2:6][CH:3]([CH3:2])[CH2:4]4)[N:14]=[CH:13][N:12]=3)[NH:16][CH:17]=2)[CH:25]=[CH:24][N:23]=[CH:22]1, predict the reactants needed to synthesize it. The reactants are: Cl.[CH3:2][CH:3]1[CH2:6][NH:5][CH2:4]1.Cl.Cl[C:9]1[N:14]=[CH:13][N:12]=[C:11]([N:15]2[C:19](=[O:20])[C:18]([N:21]3[CH:25]=[CH:24][N:23]=[CH:22]3)=[CH:17][NH:16]2)[CH:10]=1.C(N(C(C)C)C(C)C)C. (4) Given the product [Cl:1][C:2]1[CH:3]=[CH:4][C:5]([O:25][S:33]([C:36]([F:39])([F:38])[F:37])(=[O:35])=[O:34])=[C:6]2[C:11]=1[NH:10][C:9](=[O:12])[C:8]([CH2:13][C:14]1[CH:19]=[CH:18][C:17]([S:20]([CH3:23])(=[O:21])=[O:22])=[CH:16][CH:15]=1)=[C:7]2[CH3:24], predict the reactants needed to synthesize it. The reactants are: [Cl:1][C:2]1[CH:3]=[CH:4][C:5]([OH:25])=[C:6]2[C:11]=1[NH:10][C:9](=[O:12])[C:8]([CH2:13][C:14]1[CH:19]=[CH:18][C:17]([S:20]([CH3:23])(=[O:22])=[O:21])=[CH:16][CH:15]=1)=[C:7]2[CH3:24].C1C=CC(N([S:33]([C:36]([F:39])([F:38])[F:37])(=[O:35])=[O:34])[S:33]([C:36]([F:39])([F:38])[F:37])(=[O:35])=[O:34])=CC=1.C(=O)([O-])[O-].[K+].[K+]. (5) Given the product [CH3:17][C:16]([CH3:18])=[CH:15][CH2:14][O:1][N:2]1[C:3](=[O:12])[C:4]2[C:5](=[CH:8][CH:9]=[CH:10][CH:11]=2)[C:6]1=[O:7], predict the reactants needed to synthesize it. The reactants are: [OH:1][N:2]1[C:6](=[O:7])[C:5]2=[CH:8][CH:9]=[CH:10][CH:11]=[C:4]2[C:3]1=[O:12].Br[CH2:14][CH:15]=[C:16]([CH3:18])[CH3:17].[OH-].[K+]. (6) Given the product [CH2:1]([N:8]1[CH:17]=[C:16]([CH2:18][C:30]2[C:29]3[C:24](=[CH:25][CH:26]=[CH:27][CH:28]=3)[N:23]([CH2:31][C:32]([O:34][CH3:35])=[O:33])[C:22]=2[CH3:21])[C:15]2[C:10](=[CH:11][CH:12]=[CH:13][CH:14]=2)[C:9]1=[O:20])[C:2]1[CH:3]=[CH:4][CH:5]=[CH:6][CH:7]=1, predict the reactants needed to synthesize it. The reactants are: [CH2:1]([N:8]1[CH:17]=[C:16]([CH:18]=O)[C:15]2[C:10](=[CH:11][CH:12]=[CH:13][CH:14]=2)[C:9]1=[O:20])[C:2]1[CH:7]=[CH:6][CH:5]=[CH:4][CH:3]=1.[CH3:21][C:22]1[N:23]([CH2:31][C:32]([O:34][CH3:35])=[O:33])[C:24]2[C:29]([CH:30]=1)=[CH:28][CH:27]=[CH:26][CH:25]=2.C([SiH](CC)CC)C.FC(F)(F)C(O)=O.C([O-])(O)=O.[Na+]. (7) Given the product [C:39]([N:21]1[CH2:20][CH:19]([C:16]2[S:17][CH:18]=[C:14]([C:11]3[CH2:10][CH:9]([C:3]4[C:2]([F:1])=[CH:7][CH:6]=[CH:5][C:4]=4[F:8])[O:13][N:12]=3)[N:15]=2)[CH2:24][CH2:23][N:22]1[C:25](=[O:37])[CH2:26][N:27]1[C:31]([CH3:32])=[CH:30][C:29]([C:33]([F:35])([F:36])[F:34])=[N:28]1)(=[O:41])[CH3:40], predict the reactants needed to synthesize it. The reactants are: [F:1][C:2]1[CH:7]=[CH:6][CH:5]=[C:4]([F:8])[C:3]=1[CH:9]1[O:13][N:12]=[C:11]([C:14]2[N:15]=[C:16]([CH:19]3[CH2:24][CH2:23][N:22]([C:25](=[O:37])[CH2:26][N:27]4[C:31]([CH3:32])=[CH:30][C:29]([C:33]([F:36])([F:35])[F:34])=[N:28]4)[NH:21][CH2:20]3)[S:17][CH:18]=2)[CH2:10]1.O.[C:39](OC(=O)C)(=[O:41])[CH3:40]. (8) The reactants are: [F:1][C:2]1[CH:3]=[C:4]2[C:8](=[CH:9][CH:10]=1)[N:7]([CH2:11][C:12]1[CH:17]=[CH:16][CH:15]=[C:14]([F:18])[CH:13]=1)[C:6]([C:19](O)=[O:20])=[CH:5]2.[CH:31]1(N=C=N[CH:31]2[CH2:36][CH2:35][CH2:34][CH2:33][CH2:32]2)[CH2:36][CH2:35][CH2:34][CH2:33][CH2:32]1.O.O[N:39]1[C:43]2C=[CH:45][CH:46]=[CH:47][C:42]=2[N:41]=N1.C([NH:51][C:52]1[CH:57]=[CH:56]C(N)=CN=1)(=O)C. Given the product [CH3:56][C:57]1[N:39]2[CH:43]=[C:42]([NH:41][C:19]([C:6]3[N:7]([CH2:11][C:12]4[CH:17]=[CH:16][CH:15]=[C:14]([F:18])[CH:13]=4)[C:8]4[C:4]([CH:5]=3)=[CH:3][C:2]([F:1])=[CH:10][CH:9]=4)=[O:20])[CH:47]=[CH:46][C:45]2=[N:51][C:52]=1[C:31]1[CH:32]=[CH:33][CH:34]=[CH:35][CH:36]=1, predict the reactants needed to synthesize it.